The task is: Regression/Classification. Given a drug SMILES string, predict its toxicity properties. Task type varies by dataset: regression for continuous values (e.g., LD50, hERG inhibition percentage) or binary classification for toxic/non-toxic outcomes (e.g., AMES mutagenicity, cardiotoxicity, hepatotoxicity). Dataset: herg_karim.. This data is from hERG potassium channel inhibition data for cardiac toxicity prediction from Karim et al.. (1) The compound is CCOC(=O)C1=C[C@]2(CC)CCCN3CCc4c(n1c1ccccc41)[C@@H]32. The result is 1 (blocker). (2) The molecule is CC(=O)OCOC(=O)CN(CC(=O)O)c1ccccc1OCCOc1ccccc1N(CC(=O)O)CC(=O)O. The result is 1 (blocker). (3) The molecule is CC(C)(C)Oc1cc([C@H](C2=CN[C@H](C(O)(C(F)(F)F)C(F)(F)F)S2)c2cc[n+]([O-])cc2)ccc1OC(F)F. The result is 0 (non-blocker). (4) The molecule is O=c1[nH]c2ccccc2n1C1CCN(CCCC(c2ccc(F)cc2)c2ccc(F)cc2)CC1. The result is 1 (blocker). (5) The result is 1 (blocker). The drug is CCOC(=O)C1CCN(C(=N)c2ccc(C(=O)Nc3c(OC)cc(Cl)cc3C(=O)Nc3ccc(Cl)cn3)c(F)c2)CC1. (6) The molecule is COc1cc(N2CCC(C(N)=O)CC2)ccc1Nc1nc(N)c(Cl)c(Nc2ccccc2S(=O)(=O)C(C)C)n1. The result is 0 (non-blocker). (7) The drug is CCC[S+]([O-])CCC[N+](CC)CC(O)COc1ccc(C#N)cc1. The result is 1 (blocker). (8) The compound is Fc1ccc2c(C3C[N+]CCC3F)c(-c3ccccc3)[nH]c2c1. The result is 1 (blocker). (9) The compound is CC1CCC(CCCCN2CCC(C(O)(c3ccccc3)c3ccccc3)CC2)CC1. The result is 0 (non-blocker).